Task: Predict the reaction yield, written as a fraction of the theoretical maximum amount of product (1.0 means a 100% yield; for example, 0.34 means a 34% yield).. Dataset: Reaction yield outcomes from USPTO patents with 853,638 reactions (1) The reactants are [Br:1][C:2]1[C:3]([CH3:9])=[CH:4][C:5](Cl)=[N:6][CH:7]=1.[CH2:10]([S-:12])[CH3:11].[Na+].CN1C(=O)CCC1. The catalyst is O. The product is [Br:1][C:2]1[C:3]([CH3:9])=[CH:4][C:5]([S:12][CH2:10][CH3:11])=[N:6][CH:7]=1. The yield is 0.890. (2) The reactants are Cl[C:2]1[N:7]=[C:6]([N:8]2[CH:12]=[CH:11][C:10]([C:13]([F:16])([F:15])[F:14])=[N:9]2)[N:5]=[C:4]([O:17][CH3:18])[CH:3]=1.[Cl:19][C:20]1[CH:21]=[C:22](B(O)O)[CH:23]=[CH:24][CH:25]=1.COC1C=C(C2C=CC=CC=2)N=C(N2C=CC(C(F)(F)F)=N2)N=1. No catalyst specified. The product is [CH3:18][O:17][C:4]1[CH:3]=[C:2]([C:24]2[CH:23]=[CH:22][CH:21]=[C:20]([Cl:19])[CH:25]=2)[N:7]=[C:6]([N:8]2[CH:12]=[CH:11][C:10]([C:13]([F:16])([F:15])[F:14])=[N:9]2)[N:5]=1. The yield is 0.450. (3) The reactants are Cl[C:2]1[N:7]=[C:6]([C:8]2[S:12][CH:11]=[N:10][C:9]=2[C:13]2[CH:14]=[C:15]([NH:19][S:20]([C:23]3[C:28]([F:29])=[CH:27][CH:26]=[CH:25][C:24]=3[F:30])(=[O:22])=[O:21])[CH:16]=[CH:17][CH:18]=2)[CH:5]=[CH:4][N:3]=1. The catalyst is C(N)C(C)C. The product is [F:30][C:24]1[CH:25]=[CH:26][CH:27]=[C:28]([F:29])[C:23]=1[S:20]([NH:19][C:15]1[CH:16]=[CH:17][CH:18]=[C:13]([C:9]2[N:10]=[CH:11][S:12][C:8]=2[C:6]2[CH:5]=[CH:4][N:3]=[C:2]([NH:10][CH2:9][CH:13]([CH3:14])[CH3:18])[N:7]=2)[CH:14]=1)(=[O:22])=[O:21]. The yield is 0.602. (4) The reactants are [N+:1]([C:4]1[CH:13]=[C:12]2[C:7]([CH2:8][CH2:9][CH2:10][C:11]2=O)=[CH:6][CH:5]=1)([O-:3])=[O:2].[NH2:15][OH:16]. The catalyst is N1C=CC=CC=1. The product is [N+:1]([C:4]1[CH:13]=[C:12]2[C:7]([CH2:8][CH2:9][CH2:10][C:11]2=[N:15][OH:16])=[CH:6][CH:5]=1)([O-:3])=[O:2]. The yield is 0.880. (5) The reactants are [CH3:1][S:2][C:3]1[N:8]=[C:7]([C:9]2[CH:14]=[CH:13][CH:12]=[CH:11][N:10]=2)[C:6]([OH:15])=[CH:5][CH:4]=1.Cl[C:17]1[C:26]2[C:21](=[CH:22][C:23]([O:29][CH3:30])=[C:24]([O:27][CH3:28])[CH:25]=2)[N:20]=[CH:19][CH:18]=1.C(=O)([O-])[O-].[Cs+].[Cs+]. The catalyst is CN(C)C1C=CN=CC=1.O. The product is [CH3:28][O:27][C:24]1[CH:25]=[C:26]2[C:21](=[CH:22][C:23]=1[O:29][CH3:30])[N:20]=[CH:19][CH:18]=[C:17]2[O:15][C:6]1[C:7]([C:9]2[CH:14]=[CH:13][CH:12]=[CH:11][N:10]=2)=[N:8][C:3]([S:2][CH3:1])=[CH:4][CH:5]=1. The yield is 0.0800. (6) The reactants are C1C=CC(CNS(C2C=CC3N=NN(O)C=3C=2)(=O)=O)=CC=1.Cl.N1C=CC=CC=1.[O:29]1[C:33]([C:34](Cl)=[O:35])=[CH:32][CH:31]=[N:30]1.[N:37]1([C:43]2[CH:49]=[CH:48][CH:47]=[CH:46][C:44]=2[NH2:45])[CH2:42][CH2:41][CH2:40][CH2:39][CH2:38]1. The catalyst is O1CCCC1.ClCCl. The product is [N:37]1([C:43]2[CH:49]=[CH:48][CH:47]=[CH:46][C:44]=2[NH:45][C:34]([C:33]2[O:29][N:30]=[CH:31][CH:32]=2)=[O:35])[CH2:42][CH2:41][CH2:40][CH2:39][CH2:38]1. The yield is 1.00.